From a dataset of Forward reaction prediction with 1.9M reactions from USPTO patents (1976-2016). Predict the product of the given reaction. (1) Given the reactants [CH3:1][NH:2][C:3](=O)[CH2:4][C:5]12[CH2:14][CH:9]3[CH2:10][CH:11]([CH2:13][CH:7]([CH2:8]3)[CH2:6]1)[CH2:12]2.[H-].[Al+3].[Li+].[H-].[H-].[H-].C(OCC)(=O)C, predict the reaction product. The product is: [C:5]12([CH2:4][CH2:3][NH:2][CH3:1])[CH2:12][CH:11]3[CH2:10][CH:9]([CH2:8][CH:7]([CH2:13]3)[CH2:6]1)[CH2:14]2. (2) Given the reactants [Cl:1][C:2]1[CH:24]=[CH:23][C:5]([C:6]([C:8]2[CH:9]=[C:10]3[C:15](=[CH:16][CH:17]=2)[N:14]([CH3:18])[C:13](=[O:19])[CH:12]=[C:11]3[C:20](=[S:22])[NH2:21])=[O:7])=[CH:4][CH:3]=1.Br[CH2:26][C:27]([C:29]1[CH:34]=[CH:33][CH:32]=[CH:31][CH:30]=1)=O.C(Cl)Cl, predict the reaction product. The product is: [Cl:1][C:2]1[CH:3]=[CH:4][C:5]([C:6]([C:8]2[CH:9]=[C:10]3[C:15](=[CH:16][CH:17]=2)[N:14]([CH3:18])[C:13](=[O:19])[CH:12]=[C:11]3[C:20]2[S:22][CH:26]=[C:27]([C:29]3[CH:34]=[CH:33][CH:32]=[CH:31][CH:30]=3)[N:21]=2)=[O:7])=[CH:23][CH:24]=1. (3) Given the reactants [CH2:1]([N:5]1[C:13]([S:14][C:15]2[CH:20]=[C:19]([O:21][CH3:22])[CH:18]=[CH:17][C:16]=2[O:23][CH3:24])=[N:12][C:11]2[C:6]1=[N:7][CH:8]=[N:9][C:10]=2N)[CH2:2][CH2:3][CH3:4].N([O-])=[O:27].[Na+], predict the reaction product. The product is: [CH3:24][O:23][C:16]1[CH:17]=[CH:18][C:19]([O:21][CH3:22])=[CH:20][C:15]=1[S:14][C:13]1[N:5]([CH2:1][CH2:2][CH2:3][CH3:4])[C:6]2[N:7]=[CH:8][NH:9][C:10](=[O:27])[C:11]=2[N:12]=1. (4) Given the reactants [N:1]([CH2:4][C@H:5]1[O:11][CH:8]([O:9][CH3:10])[C@H:7](OS(C(F)(F)F)(=O)=O)[C@H:6]1[O:20][CH2:21][CH3:22])=[N+]=[N-], predict the reaction product. The product is: [CH2:21]([O:20][C@H:6]1[C@H:5]2[CH2:4][NH:1][C@@H:7]1[CH:8]([O:11]2)[O:9][CH3:10])[CH3:22]. (5) Given the reactants C(=O)([O-])[O-].[Na+].[Na+].Br[C:8]1[CH:13]=[CH:12][CH:11]=[CH:10][N:9]=1.[OH:14][C:15]1[CH:20]=[CH:19][C:18](B(O)O)=[CH:17][CH:16]=1.COCCOC, predict the reaction product. The product is: [N:9]1[CH:10]=[CH:11][CH:12]=[CH:13][C:8]=1[C:18]1[CH:19]=[CH:20][C:15]([OH:14])=[CH:16][CH:17]=1. (6) Given the reactants C[O:2][C:3](=[O:30])[C:4]1[CH:9]=[CH:8][C:7]([NH:10][C:11]2[N:12]=[CH:13][C:14]3[N:20]([CH3:21])[CH2:19][CH2:18][CH2:17][N:16]([CH:22]4[CH2:26][CH2:25][CH2:24][CH2:23]4)[C:15]=3[N:27]=2)=[C:6]([O:28][CH3:29])[CH:5]=1.Cl, predict the reaction product. The product is: [CH:22]1([N:16]2[CH2:17][CH2:18][CH2:19][N:20]([CH3:21])[C:14]3[CH:13]=[N:12][C:11]([NH:10][C:7]4[CH:8]=[CH:9][C:4]([C:3]([OH:30])=[O:2])=[CH:5][C:6]=4[O:28][CH3:29])=[N:27][C:15]2=3)[CH2:23][CH2:24][CH2:25][CH2:26]1. (7) Given the reactants [C:1]([O:5][C:6](=[O:24])[NH:7][C:8]1[CH:13]=[CH:12][C:11]([C:14]#[C:15][C:16]2[CH:21]=[CH:20][CH:19]=[CH:18][C:17]=2[F:22])=[CH:10][C:9]=1[NH2:23])([CH3:4])([CH3:3])[CH3:2].CC1(C)[O:31][C:30]([C:32]2[CH:33]=[C:34]([CH:37]=[CH:38][CH:39]=2)[C:35]#[N:36])=[CH:29][C:28](=O)[O:27]1, predict the reaction product. The product is: [C:1]([O:5][C:6](=[O:24])[NH:7][C:8]1[CH:13]=[CH:12][C:11]([C:14]#[C:15][C:16]2[CH:21]=[CH:20][CH:19]=[CH:18][C:17]=2[F:22])=[CH:10][C:9]=1[NH:23][C:28](=[O:27])[CH2:29][C:30]([C:32]1[CH:39]=[CH:38][CH:37]=[C:34]([C:35]#[N:36])[CH:33]=1)=[O:31])([CH3:4])([CH3:2])[CH3:3]. (8) Given the reactants C([O:5][C:6](=[O:48])[C:7]1[CH:12]=[CH:11][C:10]([CH2:13][C@H:14]([C:32]2[CH:37]=[CH:36][C:35]([C@H:38]3[CH2:43][CH2:42][C@@H:41]([C:44]([CH3:47])([CH3:46])[CH3:45])[CH2:40][CH2:39]3)=[CH:34][CH:33]=2)[C:15](=[O:31])[NH:16][C:17]2[CH:22]=[CH:21][C:20]([C:23]3[CH:28]=[CH:27][C:26]([Cl:29])=[CH:25][C:24]=3[CH3:30])=[CH:19][CH:18]=2)=[CH:9][CH:8]=1)(C)(C)C.FC(F)(F)C(O)=O.Cl, predict the reaction product. The product is: [C:44]([C@@H:41]1[CH2:42][CH2:43][C@H:38]([C:35]2[CH:34]=[CH:33][C:32]([C@H:14]([C:15](=[O:31])[NH:16][C:17]3[CH:18]=[CH:19][C:20]([C:23]4[CH:28]=[CH:27][C:26]([Cl:29])=[CH:25][C:24]=4[CH3:30])=[CH:21][CH:22]=3)[CH2:13][C:10]3[CH:11]=[CH:12][C:7]([C:6]([OH:48])=[O:5])=[CH:8][CH:9]=3)=[CH:37][CH:36]=2)[CH2:39][CH2:40]1)([CH3:47])([CH3:46])[CH3:45]. (9) The product is: [Cl:1][C:2]1[CH:7]=[C:6]([Cl:8])[CH:5]=[CH:4][C:3]=1[CH:9]1[N:14]=[C:13]([C:15]2[S:16][CH:17]=[CH:18][N:19]=2)[NH:12][C:11]([CH2:20][N:21]2[CH2:26][CH2:25][O:24][CH2:23][CH:22]2[C:27]([O:29][CH2:37][O:36][C:35]([O:39][CH:40]([CH3:42])[CH3:41])=[O:43])=[O:28])=[C:10]1[C:30]([O:32][CH2:33][CH3:34])=[O:31]. Given the reactants [Cl:1][C:2]1[CH:7]=[C:6]([Cl:8])[CH:5]=[CH:4][C:3]=1[CH:9]1[N:14]=[C:13]([C:15]2[S:16][CH:17]=[CH:18][N:19]=2)[NH:12][C:11]([CH2:20][N:21]2[CH2:26][CH2:25][O:24][CH2:23][CH:22]2[C:27]([OH:29])=[O:28])=[C:10]1[C:30]([O:32][CH2:33][CH3:34])=[O:31].[C:35](=[O:43])([O:39][CH:40]([CH3:42])[CH3:41])[O:36][CH2:37]Cl, predict the reaction product.